Task: Predict the reaction yield, written as a fraction of the theoretical maximum amount of product (1.0 means a 100% yield; for example, 0.34 means a 34% yield).. Dataset: Reaction yield outcomes from USPTO patents with 853,638 reactions (1) The reactants are [C:1]([C:3]1[CH:4]=[C:5]([C:22]([CH3:24])=[CH2:23])[C:6]2[O:10][C:9]([C:11]3[CH:20]=[CH:19][C:14]([C:15]([O:17][CH3:18])=[O:16])=[CH:13][CH:12]=3)=[N:8][C:7]=2[CH:21]=1)#[N:2].[H][H]. The catalyst is [Pd].O1CCCC1. The product is [C:1]([C:3]1[CH:4]=[C:5]([CH:22]([CH3:24])[CH3:23])[C:6]2[O:10][C:9]([C:11]3[CH:20]=[CH:19][C:14]([C:15]([O:17][CH3:18])=[O:16])=[CH:13][CH:12]=3)=[N:8][C:7]=2[CH:21]=1)#[N:2]. The yield is 0.990. (2) The reactants are [N:1]1([C:7]([O:9][CH2:10][C:11]2[CH:16]=[CH:15][CH:14]=[CH:13][CH:12]=2)=[O:8])[CH2:6][CH2:5][NH:4][CH2:3][CH2:2]1.ClC[CH2:19][C:20](=[O:22])[CH3:21].C(=O)([O-])[O-].[K+].[K+]. The catalyst is C(#N)C.C(OCC)C. The product is [C:20]([CH2:21][N:4]1[CH2:5][CH2:6][N:1]([C:7]([O:9][CH2:10][C:11]2[CH:16]=[CH:15][CH:14]=[CH:13][CH:12]=2)=[O:8])[CH2:2][CH2:3]1)(=[O:22])[CH3:19]. The yield is 0.630. (3) The reactants are [F:1][C:2]1[CH:3]=[C:4]([CH:8]=[CH:9][C:10]=1[OH:11])[C:5]([OH:7])=[O:6].S(=O)(=O)(O)O.[CH3:17]O. No catalyst specified. The product is [F:1][C:2]1[CH:3]=[C:4]([CH:8]=[CH:9][C:10]=1[OH:11])[C:5]([O:7][CH3:17])=[O:6]. The yield is 0.870. (4) The reactants are [Cl:1][S:2]([OH:5])(=O)=[O:3].[CH:6]1[CH:11]=[CH:10][C:9]([CH2:12][N:13]2[C:22](=[O:23])[C:21]3[C:16](=[CH:17][CH:18]=[CH:19][CH:20]=3)[C:14]2=[O:15])=[CH:8][CH:7]=1. No catalyst specified. The product is [O:23]=[C:22]1[C:21]2[C:16](=[CH:17][CH:18]=[CH:19][CH:20]=2)[C:14](=[O:15])[N:13]1[CH2:12][C:9]1[CH:8]=[CH:7][C:6]([S:2]([Cl:1])(=[O:5])=[O:3])=[CH:11][CH:10]=1. The yield is 0.730. (5) The reactants are [CH3:1][N:2]1[C:6](/[C:7](=[N:14]\[O:15][CH2:16][C:17]2[N:22]=[C:21]([NH:23]C(=O)OC(C)(C)C)[CH:20]=[CH:19][CH:18]=2)/[C:8]2[CH:13]=[CH:12][CH:11]=[CH:10][CH:9]=2)=[N:5][C:4](=[O:31])[O:3]1.FC(F)(F)C(O)=O. The catalyst is ClCCl. The product is [NH2:23][C:21]1[N:22]=[C:17]([CH2:16][O:15]/[N:14]=[C:7](/[C:8]2[CH:13]=[CH:12][CH:11]=[CH:10][CH:9]=2)\[C:6]2[N:2]([CH3:1])[O:3][C:4](=[O:31])[N:5]=2)[CH:18]=[CH:19][CH:20]=1. The yield is 0.950. (6) The reactants are I[C:2]1[CH:7]=[C:6]([O:8][CH3:9])[CH:5]=[C:4]([O:10][CH3:11])[CH:3]=1.[OH:12][CH2:13][C@@H:14]1[C@:23]2([CH3:24])[C@H:18]([C:19]([CH3:26])([CH3:25])[CH2:20][CH2:21][CH2:22]2)[CH2:17][CH2:16][C@@:15]1([CH3:28])[OH:27].C([O-])([O-])=O.[Cs+].[Cs+].COCCOCCOC. The product is [CH3:9][O:8][C:6]1[CH:7]=[C:2]([CH:3]=[C:4]([O:10][CH3:11])[CH:5]=1)[O:12][CH2:13][C@@H:14]1[C@:23]2([CH3:24])[C@H:18]([C:19]([CH3:26])([CH3:25])[CH2:20][CH2:21][CH2:22]2)[CH2:17][CH2:16][C@@:15]1([CH3:28])[OH:27]. The yield is 0.700. The catalyst is CCOC(C)=O.[Cu]I.C1(C)C=CC=CC=1.